From a dataset of Full USPTO retrosynthesis dataset with 1.9M reactions from patents (1976-2016). Predict the reactants needed to synthesize the given product. (1) Given the product [CH:44]1[C:45]2[C:40](=[CH:39][C:38]([NH:37][C:11](=[O:13])[CH:10]([C:14]3[CH:15]=[CH:16][C:17]([CH2:20][O:21][Si:22]([CH:26]([CH3:28])[CH3:27])([CH:23]([CH3:25])[CH3:24])[CH:29]([CH3:30])[CH3:31])=[CH:18][CH:19]=3)[CH2:9][N:8]([CH3:32])[C:6](=[O:7])[O:5][C:1]([CH3:3])([CH3:4])[CH3:2])=[CH:47][CH:46]=2)[CH:41]=[CH:42][N:43]=1, predict the reactants needed to synthesize it. The reactants are: [C:1]([O:5][C:6]([N:8]([CH3:32])[CH2:9][CH:10]([C:14]1[CH:19]=[CH:18][C:17]([CH2:20][O:21][Si:22]([CH:29]([CH3:31])[CH3:30])([CH:26]([CH3:28])[CH3:27])[CH:23]([CH3:25])[CH3:24])=[CH:16][CH:15]=1)[C:11]([OH:13])=O)=[O:7])([CH3:4])([CH3:3])[CH3:2].C(Cl)CCl.[NH2:37][C:38]1[CH:39]=[C:40]2[C:45](=[CH:46][CH:47]=1)[CH:44]=[N:43][CH:42]=[CH:41]2. (2) The reactants are: [CH3:1][C:2]1[C:6]([C:7]2[CH:12]=[C:11]([N+:13]([O-])=O)[C:10]([N:16]([CH3:22])[C:17]([CH:19]3[CH2:21][CH2:20]3)=O)=[C:9]([I:23])[CH:8]=2)=[C:5]([CH3:24])[O:4][N:3]=1.CC(O)=O.[Sn](Cl)Cl. Given the product [CH:19]1([C:17]2[N:16]([CH3:22])[C:10]3[C:9]([I:23])=[CH:8][C:7]([C:6]4[C:2]([CH3:1])=[N:3][O:4][C:5]=4[CH3:24])=[CH:12][C:11]=3[N:13]=2)[CH2:21][CH2:20]1, predict the reactants needed to synthesize it.